From a dataset of Forward reaction prediction with 1.9M reactions from USPTO patents (1976-2016). Predict the product of the given reaction. (1) Given the reactants [Cl:1][C:2]1[CH:7]=[CH:6][C:5]([C:8]#[C:9][C:10]2[CH:15]=[CH:14][C:13]([Cl:16])=[C:12]([N+:17]([O-:19])=[O:18])[CH:11]=2)=[CH:4][C:3]=1[N+:20]([O-:22])=[O:21].[C:23]([C:27]1[CH:32]=[CH:31][C:30](B(O)O)=[CH:29][CH:28]=1)([CH3:26])([CH3:25])[CH3:24], predict the reaction product. The product is: [C:23]([C:27]1[CH:32]=[CH:31][C:30]([C:9]([C:10]2[CH:15]=[CH:14][C:13]([Cl:16])=[C:12]([N+:17]([O-:19])=[O:18])[CH:11]=2)=[CH:8][C:5]2[CH:6]=[CH:7][C:2]([Cl:1])=[C:3]([N+:20]([O-:22])=[O:21])[CH:4]=2)=[CH:29][CH:28]=1)([CH3:26])([CH3:25])[CH3:24]. (2) Given the reactants [Cl:1][C:2]1[CH:7]=[CH:6][C:5]([CH:8]2[CH2:13][CH2:12][CH:11]([C:14]([OH:16])=O)[CH2:10][CH2:9]2)=[CH:4][CH:3]=1.C(Cl)(=O)C(Cl)=O.N1C=CC=CC=1.[NH2:29][C:30]1[CH:31]=[CH:32][C:33]2[S:37][C:36]([CH3:38])=[N:35][C:34]=2[CH:39]=1, predict the reaction product. The product is: [Cl:1][C:2]1[CH:3]=[CH:4][C:5]([CH:8]2[CH2:9][CH2:10][CH:11]([C:14]([NH:29][C:30]3[CH:31]=[CH:32][C:33]4[S:37][C:36]([CH3:38])=[N:35][C:34]=4[CH:39]=3)=[O:16])[CH2:12][CH2:13]2)=[CH:6][CH:7]=1. (3) The product is: [CH2:1]([N:3]([CH3:18])[C:4]1[S:5][C@H:6]2[O:12][C@H:11]([C:13]([OH:15])=[O:14])[C@@H:10]([OH:16])[C@H:9]([OH:17])[C@H:7]2[N:8]=1)[CH3:2]. Given the reactants [CH2:1]([NH:3][C:4]1[S:5][C@H:6]2[O:12][C@H:11]([C:13]([OH:15])=[O:14])[C@@H:10]([OH:16])[C@H:9]([OH:17])[C@H:7]2[N:8]=1)[CH3:2].[C:18](=O)([O-])[O-].[K+].[K+].IC, predict the reaction product. (4) Given the reactants [OH:1][C:2]1[C:6]([CH2:7][C:8]([O:10][CH3:11])=[O:9])=[CH:5][N:4]([CH3:12])[N:3]=1.Cl[CH2:14][C:15]1[CH:16]=[CH:17][C:18]([O:21][CH2:22][C:23]2[N:24]=[C:25]([C:29]3[CH:34]=[CH:33][CH:32]=[CH:31][CH:30]=3)[O:26][C:27]=2[CH3:28])=[N:19][CH:20]=1.C(=O)([O-])[O-].[K+].[K+].CN(C)C=O, predict the reaction product. The product is: [CH3:12][N:4]1[CH:5]=[C:6]([CH2:7][C:8]([O:10][CH3:11])=[O:9])[C:2]([O:1][CH2:14][C:15]2[CH:20]=[N:19][C:18]([O:21][CH2:22][C:23]3[N:24]=[C:25]([C:29]4[CH:34]=[CH:33][CH:32]=[CH:31][CH:30]=4)[O:26][C:27]=3[CH3:28])=[CH:17][CH:16]=2)=[N:3]1. (5) Given the reactants [Cl:1][C:2]1[C:10]2[N:9]=[C:8]([CH2:11][CH3:12])[N:7]([CH2:13][C:14]([OH:16])=O)[C:6]=2[CH:5]=[CH:4][C:3]=1[C:17]#[N:18].CCN=C=NCCCN(C)C.Cl.[N:31]1[CH:36]=[CH:35][CH:34]=[CH:33][C:32]=1[C:37]([NH:39][NH2:40])=O.S(Cl)(C1C=CC(C)=CC=1)(=O)=O, predict the reaction product. The product is: [Cl:1][C:2]1[C:10]2[N:9]=[C:8]([CH2:11][CH3:12])[N:7]([CH2:13][C:14]3[O:16][C:37]([C:32]4[CH:33]=[CH:34][CH:35]=[CH:36][N:31]=4)=[N:39][N:40]=3)[C:6]=2[CH:5]=[CH:4][C:3]=1[C:17]#[N:18]. (6) Given the reactants [C:1]([O:5][C:6]([NH:8][C@@H:9]1[C@@H:24]([C:25]2[CH:30]=[C:29]([F:31])[C:28]([F:32])=[CH:27][C:26]=2[F:33])[CH2:23][C:12]2[N:13]=[C:14]3[CH:19]=[C:18]([C:20](O)=[O:21])[CH:17]=[CH:16][N:15]3[C:11]=2[CH2:10]1)=[O:7])([CH3:4])([CH3:3])[CH3:2].CCN=C=NCCCN(C)C.C1C=CC2N(O)[N:52]=[N:51]C=2C=1.O.NN, predict the reaction product. The product is: [NH:51]([C:20]([C:18]1[CH:17]=[CH:16][N:15]2[C:11]3[CH2:10][C@H:9]([NH:8][C:6](=[O:7])[O:5][C:1]([CH3:2])([CH3:4])[CH3:3])[C@@H:24]([C:25]4[CH:30]=[C:29]([F:31])[C:28]([F:32])=[CH:27][C:26]=4[F:33])[CH2:23][C:12]=3[N:13]=[C:14]2[CH:19]=1)=[O:21])[NH2:52]. (7) The product is: [Cl:1][C:2]1[CH:3]=[C:4]2[C:9](=[CH:10][C:11]=1[Cl:12])[C:8](=[O:13])[N:7]([CH2:14][C:15]([CH3:18])([CH3:16])[CH3:17])[C:6]([C:19]([O:21][C:22]([CH3:25])([CH3:24])[CH3:23])=[O:20])=[C:5]2[O:26][CH2:34][C:35]([O:37][CH2:38][CH3:39])=[O:36]. Given the reactants [Cl:1][C:2]1[CH:3]=[C:4]2[C:9](=[CH:10][C:11]=1[Cl:12])[C:8](=[O:13])[N:7]([CH2:14][C:15]([CH3:18])([CH3:17])[CH3:16])[C:6]([C:19]([O:21][C:22]([CH3:25])([CH3:24])[CH3:23])=[O:20])=[C:5]2[OH:26].C(=O)([O-])[O-].[K+].[K+].Br[CH2:34][C:35]([O:37][CH2:38][CH3:39])=[O:36].CN(C)C=O, predict the reaction product. (8) Given the reactants C1(=O)O[CH:6](C2C=CC=CC=2)[O:5][C:3](=[O:4])C1.[H-].[Na+].[F:17][C:18]1[CH:23]=[CH:22][C:21]([CH3:24])=[C:20]([N+:25]([O-:27])=[O:26])[CH:19]=1.[CH3:28][CH2:29][CH2:30][CH2:31][CH2:32][CH3:33].C[CH2:35][O:36][C:37]([CH3:39])=[O:38].[CH3:40]N(C=O)C, predict the reaction product. The product is: [F:17][C:18]1[CH:23]=[CH:22][C:21]([CH2:24][CH:40]([CH:39]([C:3]([O:5][CH3:6])=[O:4])[C:37]([O:36][CH3:35])=[O:38])[C:30]2[CH:29]=[CH:28][CH:33]=[CH:32][CH:31]=2)=[C:20]([N+:25]([O-:27])=[O:26])[CH:19]=1. (9) Given the reactants [CH3:1][O:2][CH:3]([C:7]1[CH:12]=[CH:11][C:10]([N:13]2[CH2:18][CH2:17][O:16][CH2:15][CH2:14]2)=[CH:9][CH:8]=1)[C:4]([OH:6])=O.[CH3:19][O:20][C:21]1[CH:22]=[C:23]([C:29]2[CH:33]=[CH:32][NH:31][N:30]=2)[CH:24]=[CH:25][C:26]=1[O:27][CH3:28].C(N(C(C)C)CC)(C)C.F[P-](F)(F)(F)(F)F.Br[P+](N1CCCC1)(N1CCCC1)N1CCCC1.C([O-])(O)=O.[Na+], predict the reaction product. The product is: [CH3:19][O:20][C:21]1[CH:22]=[C:23]([C:29]2[CH:33]=[CH:32][N:31]([C:4](=[O:6])[CH:3]([O:2][CH3:1])[C:7]3[CH:12]=[CH:11][C:10]([N:13]4[CH2:18][CH2:17][O:16][CH2:15][CH2:14]4)=[CH:9][CH:8]=3)[N:30]=2)[CH:24]=[CH:25][C:26]=1[O:27][CH3:28].